From a dataset of Catalyst prediction with 721,799 reactions and 888 catalyst types from USPTO. Predict which catalyst facilitates the given reaction. Reactant: [F:1][C:2]1[C:3]([N+:12]([O-])=O)=[CH:4][C:5]2[O:9][C:8]([CH3:10])=[N:7][C:6]=2[CH:11]=1.CO. Product: [NH2:12][C:3]1[C:2]([F:1])=[CH:11][C:6]2[N:7]=[C:8]([CH3:10])[O:9][C:5]=2[CH:4]=1. The catalyst class is: 7.